Dataset: NCI-60 drug combinations with 297,098 pairs across 59 cell lines. Task: Regression. Given two drug SMILES strings and cell line genomic features, predict the synergy score measuring deviation from expected non-interaction effect. (1) Drug 1: C(=O)(N)NO. Drug 2: CC1C(C(CC(O1)OC2CC(CC3=C2C(=C4C(=C3O)C(=O)C5=CC=CC=C5C4=O)O)(C(=O)C)O)N)O. Cell line: TK-10. Synergy scores: CSS=36.5, Synergy_ZIP=-4.15, Synergy_Bliss=-4.51, Synergy_Loewe=-28.1, Synergy_HSA=-3.11. (2) Cell line: A549. Drug 1: CC1=C2C(C(=O)C3(C(CC4C(C3C(C(C2(C)C)(CC1OC(=O)C(C(C5=CC=CC=C5)NC(=O)C6=CC=CC=C6)O)O)OC(=O)C7=CC=CC=C7)(CO4)OC(=O)C)O)C)OC(=O)C. Synergy scores: CSS=13.0, Synergy_ZIP=0.883, Synergy_Bliss=-0.318, Synergy_Loewe=-39.1, Synergy_HSA=-2.69. Drug 2: CN(CC1=CN=C2C(=N1)C(=NC(=N2)N)N)C3=CC=C(C=C3)C(=O)NC(CCC(=O)O)C(=O)O. (3) Drug 1: C1=CN(C(=O)N=C1N)C2C(C(C(O2)CO)O)O.Cl. Drug 2: C1CN(CCN1C(=O)CCBr)C(=O)CCBr. Cell line: EKVX. Synergy scores: CSS=8.75, Synergy_ZIP=-2.52, Synergy_Bliss=7.78, Synergy_Loewe=-3.12, Synergy_HSA=-0.294.